Task: Predict the product of the given reaction.. Dataset: Forward reaction prediction with 1.9M reactions from USPTO patents (1976-2016) (1) Given the reactants C[O:2][C:3](=[O:29])[CH2:4][C:5]1[CH:10]=[CH:9][C:8]([C:11]#[C:12][C:13]2[CH:18]=[C:17]([C:19]([CH3:22])([CH3:21])[CH3:20])[C:16]([O:23][CH3:24])=[C:15]([C:25]([CH3:28])([CH3:27])[CH3:26])[CH:14]=2)=[CH:7][CH:6]=1.[OH-].[Na+].C(O)C.O, predict the reaction product. The product is: [C:25]([C:15]1[CH:14]=[C:13]([C:12]#[C:11][C:8]2[CH:9]=[CH:10][C:5]([CH2:4][C:3]([OH:29])=[O:2])=[CH:6][CH:7]=2)[CH:18]=[C:17]([C:19]([CH3:22])([CH3:21])[CH3:20])[C:16]=1[O:23][CH3:24])([CH3:26])([CH3:27])[CH3:28]. (2) Given the reactants [Br:1]/[C:2](=[CH:5]\N(C)C)/[CH:3]=O.C(=O)([O-])[O-].[K+].[K+].Cl.[OH:16][C:17]([CH3:22])(C)[C:18]([NH2:20])=[NH:19], predict the reaction product. The product is: [Br:1][C:2]1[CH:3]=[N:19][C:18]([C@@H:17]([OH:16])[CH3:22])=[N:20][CH:5]=1.